From a dataset of Forward reaction prediction with 1.9M reactions from USPTO patents (1976-2016). Predict the product of the given reaction. (1) Given the reactants [Cl:1][C:2]1[CH:3]=[CH:4][C:5]2[N:11](CC3C=CC(OC)=CC=3OC)[C:10](=[O:23])[C@@H:9]([CH2:24][C:25]([O:27][CH2:28][CH3:29])=[O:26])[O:8][C@H:7]([C:30]3[C:39]4[O:38][CH2:37][CH2:36][O:35][C:34]=4[CH:33]=[CH:32][CH:31]=3)[C:6]=2[CH:40]=1.[N+]([O-])(O)=O.[N+]([O-])(O)=O.[N+]([O-])(O)=O.[N+]([O-])(O)=O.[N+]([O-])(O)=O.[N+]([O-])(O)=O.[Ce].C(=O)(O)[O-].[Na+], predict the reaction product. The product is: [Cl:1][C:2]1[CH:3]=[CH:4][C:5]2[NH:11][C:10](=[O:23])[C@@H:9]([CH2:24][C:25]([O:27][CH2:28][CH3:29])=[O:26])[O:8][C@H:7]([C:30]3[C:39]4[O:38][CH2:37][CH2:36][O:35][C:34]=4[CH:33]=[CH:32][CH:31]=3)[C:6]=2[CH:40]=1. (2) Given the reactants [C:1]([C:5]1[N:10]=[C:9]([CH:11]([CH3:13])[CH3:12])[CH:8]=[C:7]([N:14]2[CH2:19][CH2:18][NH:17][CH2:16][CH2:15]2)[N:6]=1)([CH3:4])([CH3:3])[CH3:2].Cl[CH2:21][CH2:22][CH2:23][CH2:24][N:25]1[C:31]2[CH:32]=[CH:33][CH:34]=[CH:35][C:30]=2[C:29](=[O:36])[CH2:28][CH2:27][C:26]1=[O:37], predict the reaction product. The product is: [C:1]([C:5]1[N:6]=[C:7]([N:14]2[CH2:15][CH2:16][N:17]([CH2:21][CH2:22][CH2:23][CH2:24][N:25]3[C:31]4[CH:32]=[CH:33][CH:34]=[CH:35][C:30]=4[C:29](=[O:36])[CH2:28][CH2:27][C:26]3=[O:37])[CH2:18][CH2:19]2)[CH:8]=[C:9]([CH:11]([CH3:13])[CH3:12])[N:10]=1)([CH3:3])([CH3:4])[CH3:2]. (3) Given the reactants C([O:4][C:5]1[CH:6]=[C:7]([CH:36]=[CH:37][CH:38]=1)[O:8][C:9]1[CH:35]=[CH:34][C:12]([CH2:13][N:14]([CH2:25][C:26]2[CH:33]=[CH:32][C:29]([C:30]#[N:31])=[CH:28][CH:27]=2)[C:15]2[CH:20]=[CH:19][CH:18]=[C:17]([N+:21]([O-:23])=[O:22])[C:16]=2[CH3:24])=[CH:11][CH:10]=1)C=C.C(=O)([O-])[O-].[K+].[K+], predict the reaction product. The product is: [OH:4][C:5]1[CH:6]=[C:7]([CH:36]=[CH:37][CH:38]=1)[O:8][C:9]1[CH:10]=[CH:11][C:12]([CH2:13][N:14]([CH2:25][C:26]2[CH:33]=[CH:32][C:29]([C:30]#[N:31])=[CH:28][CH:27]=2)[C:15]2[CH:20]=[CH:19][CH:18]=[C:17]([N+:21]([O-:23])=[O:22])[C:16]=2[CH3:24])=[CH:34][CH:35]=1.